From a dataset of Catalyst prediction with 721,799 reactions and 888 catalyst types from USPTO. Predict which catalyst facilitates the given reaction. (1) Reactant: [CH3:1][C:2]1[C:6]([C:7]([NH:9][N:10]2[CH2:15][CH2:14][CH2:13][CH2:12][CH2:11]2)=[O:8])=[N:5][N:4]([C:16]2[CH:17]=[CH:18][C:19]([Cl:23])=[CH:20][C:21]=2[Cl:22])[C:3]=1[C:24]1[CH:25]=[CH:26][C:27]([Cl:30])=[CH:28][CH:29]=1.Cl.[OH-].[K+]. Product: [CH3:1][C:2]1[C:6]([C:7]([NH:9][N:10]2[CH2:11][CH2:12][CH2:13][CH2:14][CH2:15]2)=[O:8])=[N:5][N:4]([C:16]2[CH:17]=[CH:18][C:19]([Cl:23])=[CH:20][C:21]=2[Cl:22])[C:3]=1[C:24]1[CH:25]=[CH:26][C:27]([Cl:30])=[CH:28][CH:29]=1. The catalyst class is: 6. (2) Reactant: [F:1][C:2]1[CH:3]=[C:4]([CH:8]=[CH:9][C:10]=1[NH:11][C:12]1[C:17]([F:18])=[C:16]([N:19]2[CH2:24][CH2:23][CH:22]([C:25]3[O:29][N:28]=[C:27]([C:30]([F:33])([CH3:32])[CH3:31])[N:26]=3)[CH2:21][CH2:20]2)[N:15]=[CH:14][N:13]=1)[C:5]([OH:7])=O.[CH3:34][N:35](C(ON1N=NC2C=CC=NC1=2)=[N+](C)C)C.F[P-](F)(F)(F)(F)F.CN. Product: [F:1][C:2]1[CH:3]=[C:4]([CH:8]=[CH:9][C:10]=1[NH:11][C:12]1[C:17]([F:18])=[C:16]([N:19]2[CH2:24][CH2:23][CH:22]([C:25]3[O:29][N:28]=[C:27]([C:30]([F:33])([CH3:31])[CH3:32])[N:26]=3)[CH2:21][CH2:20]2)[N:15]=[CH:14][N:13]=1)[C:5]([NH:35][CH3:34])=[O:7]. The catalyst class is: 3. (3) Reactant: [CH3:1][C:2]([CH3:27])([CH3:26])[C@H:3]([NH:8][C:9]([C:11]1[N:12]=[C:13]([C:20]2[CH:25]=[CH:24][CH:23]=[CH:22][CH:21]=2)[N:14]2[CH2:19][CH2:18][NH:17][CH2:16][C:15]=12)=[O:10])[C:4]([NH:6][CH3:7])=[O:5].C(O[C:31]1(O[Si](C)(C)C)[CH2:33][CH2:32]1)C.C([BH3-])#N.[Na+].C(O)(=O)C. Product: [CH:31]1([N:17]2[CH2:18][CH2:19][N:14]3[C:13]([C:20]4[CH:21]=[CH:22][CH:23]=[CH:24][CH:25]=4)=[N:12][C:11]([C:9]([NH:8][C@@H:3]([C:2]([CH3:27])([CH3:26])[CH3:1])[C:4]([NH:6][CH3:7])=[O:5])=[O:10])=[C:15]3[CH2:16]2)[CH2:33][CH2:32]1. The catalyst class is: 5. (4) Reactant: [CH:1]1[C:11]2[CH2:10][CH2:9][C:8]3[CH:12]=[CH:13][CH:14]=[CH:15][C:7]=3[C:6](=[C:16]3[CH2:21][CH2:20][CH2:19][CH:18]([NH2:22])[CH2:17]3)[C:5]=2[CH:4]=[CH:3][CH:2]=1.C(N(CC)CC)C.[F:30][C:31]([F:44])([F:43])[O:32][C:33]1[CH:38]=[CH:37][C:36]([S:39](Cl)(=[O:41])=[O:40])=[CH:35][CH:34]=1. Product: [CH:12]1[C:8]2[CH2:9][CH2:10][C:11]3[CH:1]=[CH:2][CH:3]=[CH:4][C:5]=3[C:6](=[C:16]3[CH2:21][CH2:20][CH2:19][CH:18]([NH:22][S:39]([C:36]4[CH:35]=[CH:34][C:33]([O:32][C:31]([F:30])([F:43])[F:44])=[CH:38][CH:37]=4)(=[O:41])=[O:40])[CH2:17]3)[C:7]=2[CH:15]=[CH:14][CH:13]=1. The catalyst class is: 3. (5) The catalyst class is: 4. Reactant: [CH2:1]([C:8]1[S:12][C:11]([NH2:13])=[N:10][C:9]=1[C:14]1[CH:19]=[CH:18][C:17]([O:20]C)=[CH:16][CH:15]=1)[C:2]1[CH:7]=[CH:6][CH:5]=[CH:4][CH:3]=1.C(=O)(O)[O-].[Na+]. Product: [CH2:1]([C:8]1[S:12][C:11]([NH2:13])=[N:10][C:9]=1[C:14]1[CH:15]=[CH:16][C:17]([OH:20])=[CH:18][CH:19]=1)[C:2]1[CH:3]=[CH:4][CH:5]=[CH:6][CH:7]=1. (6) Reactant: Br[C:2]1[CH:3]=[C:4]([C:7]2[CH:12]=[CH:11][C:10]([O:13][CH3:14])=[CH:9][CH:8]=2)[S:5][CH:6]=1.[CH3:15][O:16][C:17]1[CH:18]=[C:19](B(O)O)[CH:20]=[CH:21][CH:22]=1. Product: [CH3:15][O:16][C:17]1[CH:22]=[C:21]([C:2]2[CH:3]=[C:4]([C:7]3[CH:12]=[CH:11][C:10]([O:13][CH3:14])=[CH:9][CH:8]=3)[S:5][CH:6]=2)[CH:20]=[CH:19][CH:18]=1. The catalyst class is: 195.